From a dataset of Full USPTO retrosynthesis dataset with 1.9M reactions from patents (1976-2016). Predict the reactants needed to synthesize the given product. (1) Given the product [CH2:15]([O:14][C:12]([NH:11][C@H:10]([C:9]([NH2:33])=[O:32])[CH2:22][C:23]1[C:31]2[C:26](=[CH:27][CH:28]=[CH:29][CH:30]=2)[NH:25][CH:24]=1)=[O:13])[C:16]1[CH:17]=[CH:18][CH:19]=[CH:20][CH:21]=1, predict the reactants needed to synthesize it. The reactants are: O=C1CCC(=O)N1O[C:9](=[O:32])[C@H:10]([CH2:22][C:23]1[C:31]2[C:26](=[CH:27][CH:28]=[CH:29][CH:30]=2)[NH:25][CH:24]=1)[NH:11][C:12]([O:14][CH2:15][C:16]1[CH:21]=[CH:20][CH:19]=[CH:18][CH:17]=1)=[O:13].[NH3:33]. (2) Given the product [Br-:1].[CH2:12]([C:9]1[CH:10]=[CH:11][C:6]([C:5]#[C:4][CH2:3][CH2:2][N+:16]2[CH:21]=[CH:20][C:19]([CH3:22])=[CH:18][CH:17]=2)=[CH:7][CH:8]=1)[CH2:13][CH2:14][CH3:15], predict the reactants needed to synthesize it. The reactants are: [Br:1][CH2:2][CH2:3][C:4]#[C:5][C:6]1[CH:11]=[CH:10][C:9]([CH2:12][CH2:13][CH2:14][CH3:15])=[CH:8][CH:7]=1.[N:16]1[CH:21]=[CH:20][C:19]([CH3:22])=[CH:18][CH:17]=1.